From a dataset of Full USPTO retrosynthesis dataset with 1.9M reactions from patents (1976-2016). Predict the reactants needed to synthesize the given product. (1) Given the product [Cl:1][C:2]1[CH:24]=[CH:23][C:5]([CH2:6][NH:7][C:8]([C:10]2[C:11](=[O:22])[C:12]3[S:19][C:18]([CH2:20][N:36]([CH2:35][CH:34]([OH:38])[C:27]4[C:28]5[C:33](=[CH:32][CH:31]=[CH:30][CH:29]=5)[NH:25][CH:26]=4)[CH3:37])=[CH:17][C:13]=3[N:14]([CH3:16])[CH:15]=2)=[O:9])=[CH:4][CH:3]=1, predict the reactants needed to synthesize it. The reactants are: [Cl:1][C:2]1[CH:24]=[CH:23][C:5]([CH2:6][NH:7][C:8]([C:10]2[C:11](=[O:22])[C:12]3[S:19][C:18]([CH2:20]Cl)=[CH:17][C:13]=3[N:14]([CH3:16])[CH:15]=2)=[O:9])=[CH:4][CH:3]=1.[NH:25]1[C:33]2[C:28](=[CH:29][CH:30]=[CH:31][CH:32]=2)[C:27]([CH:34]([OH:38])[CH2:35][NH:36][CH3:37])=[CH:26]1.C(N(C(C)C)CC)(C)C. (2) Given the product [CH3:19][C@H:6]1[CH2:7][CH2:2][C@H:3]([NH:8][C:9]([C@@H:11]2[CH2:13][C@H:12]2[CH2:14][OH:16])=[O:10])[CH2:4][CH2:5]1, predict the reactants needed to synthesize it. The reactants are: C[C@@H:2]1[CH2:7][CH2:6][CH2:5][CH2:4][C@H:3]1[NH:8][C:9]([C@@H:11]1[CH2:13][C@H:12]1[C:14]([OH:16])=O)=[O:10].B(OC)(OC)O[CH3:19].C1COCC1.Cl. (3) Given the product [Br:20][C:21]1[CH:22]=[CH:23][C:24]2[N:25]([C:27]([C:30]([N:14]3[CH2:13][C@@H:12]4[C@@H:16]([CH2:17][N:10]([C:5]5[CH:6]=[CH:7][CH:8]=[CH:9][C:4]=5[C:3]([F:18])([F:2])[F:19])[CH2:11]4)[CH2:15]3)=[O:31])=[N:28][N:29]=2)[CH:26]=1, predict the reactants needed to synthesize it. The reactants are: Cl.[F:2][C:3]([F:19])([F:18])[C:4]1[CH:9]=[CH:8][CH:7]=[CH:6][C:5]=1[N:10]1[CH2:17][C@@H:16]2[C@@H:12]([CH2:13][NH:14][CH2:15]2)[CH2:11]1.[Br:20][C:21]1[CH:22]=[CH:23][C:24]2[N:25]([C:27]([C:30]([O-])=[O:31])=[N:28][N:29]=2)[CH:26]=1.[Na+].CCN=C=NCCCN(C)C.C1C=CC2N(O)N=NC=2C=1.CCN(C(C)C)C(C)C. (4) Given the product [OH:1][CH2:2][C@@H:3]1[CH2:12][C:11]2[C:6](=[CH:7][CH:8]=[CH:9][CH:10]=2)[CH2:5][N:4]1[C:13]([C:15]1[CH:20]=[C:19]([N+:21]([O-:23])=[O:22])[CH:18]=[CH:17][C:16]=1[N:24]1[C:28]([CH3:29])=[CH:27][C:26]([C:30]([OH:32])=[O:31])=[N:25]1)=[O:14], predict the reactants needed to synthesize it. The reactants are: [OH:1][CH2:2][C@@H:3]1[CH2:12][C:11]2[C:6](=[CH:7][CH:8]=[CH:9][CH:10]=2)[CH2:5][N:4]1[C:13]([C:15]1[CH:20]=[C:19]([N+:21]([O-:23])=[O:22])[CH:18]=[CH:17][C:16]=1[N:24]1[C:28]([CH3:29])=[CH:27][C:26]([C:30]([O:32]CC)=[O:31])=[N:25]1)=[O:14].O.[OH-].[Li+].